Dataset: Catalyst prediction with 721,799 reactions and 888 catalyst types from USPTO. Task: Predict which catalyst facilitates the given reaction. (1) Reactant: [F:1][C@@:2]12[C@:15]3([CH3:16])[C:10](=[CH:11][C:12](=[O:17])[CH:13]=[CH:14]3)[C@@H:9]([F:18])[CH2:8][C@H:7]1[C@@H:6]1[CH2:19][C@@H:20]3[C@:24]([C:25](=[O:31])[CH2:26][O:27]C(=O)C)([C@@:5]1([CH3:42])[CH2:4][C@@H:3]2[OH:43])[CH2:23][N:22]([C:32]1[CH:41]=[CH:40][C:39]2[C:34](=[CH:35][CH:36]=[CH:37][CH:38]=2)[N:33]=1)[CH2:21]3. Product: [F:1][C@@:2]12[C@:15]3([CH3:16])[C:10](=[CH:11][C:12](=[O:17])[CH:13]=[CH:14]3)[C@@H:9]([F:18])[CH2:8][C@H:7]1[C@@H:6]1[CH2:19][C@@H:20]3[C@:24]([C:25](=[O:31])[CH2:26][OH:27])([C@@:5]1([CH3:42])[CH2:4][C@@H:3]2[OH:43])[CH2:23][N:22]([C:32]1[CH:41]=[CH:40][C:39]2[C:34](=[CH:35][CH:36]=[CH:37][CH:38]=2)[N:33]=1)[CH2:21]3. The catalyst class is: 5. (2) Reactant: [Si]([O:8][CH2:9][C:10]1[N:15]=[C:14](/[N:16]=[C:17]2\[S:18][CH:19]=[CH:20][N:21]\2[CH2:22][O:23][CH3:24])[CH:13]=[CH:12][CH:11]=1)(C(C)(C)C)(C)C.FC(F)(F)C(O)=O. Product: [CH3:24][O:23][CH2:22][N:21]1[CH:20]=[CH:19][S:18]/[C:17]/1=[N:16]\[C:14]1[N:15]=[C:10]([CH2:9][OH:8])[CH:11]=[CH:12][CH:13]=1. The catalyst class is: 147. (3) Reactant: [F:1][CH:2]([F:42])[C:3]1[CH:12]=[C:11]2[C:6]([CH2:7][CH2:8][CH2:9][N:10]2[C:13]2[C:17]3[CH2:18][N:19]([C:22](OC(C)(C)C)=[O:23])[CH2:20][CH2:21][C:16]=3[N:15]([CH:29]3[CH2:35][CH2:34][CH2:33][O:32][CH2:31][CH2:30]3)[N:14]=2)=[CH:5][C:4]=1[C:36]1[CH:37]=[N:38][N:39]([CH3:41])[CH:40]=1.FC(F)(F)C(O)=O.[CH2:50]([N:52](CC)CC)C.[CH3:57][NH:58][C:59]([N:61]1[CH:65]=[CH:64]N=[CH:62]1)=[O:60]. Product: [F:42][CH:2]([F:1])[C:3]1[CH:12]=[C:11]2[C:6]([CH2:7][CH2:8][CH2:9][N:10]2[C:13]2[C:17]3[CH2:18][N:19]([C:22]([NH:52][CH3:50])=[O:23])[CH2:20][CH2:21][C:16]=3[N:15]([C@H:29]3[CH2:35][CH2:34][CH2:33][O:32][CH2:31][CH2:30]3)[N:14]=2)=[CH:5][C:4]=1[C:36]1[CH:37]=[N:38][N:39]([CH3:41])[CH:40]=1.[F:42][CH:2]([F:1])[C:3]1[CH:12]=[C:11]2[C:6]([CH2:7][CH2:8][CH2:9][N:10]2[C:13]2[C:64]3[CH2:65][N:61]([C:59]([NH:58][CH3:57])=[O:60])[CH2:62][CH2:17][C:16]=3[N:15]([C@@H:29]3[CH2:35][CH2:34][CH2:33][O:32][CH2:31][CH2:30]3)[N:14]=2)=[CH:5][C:4]=1[C:36]1[CH:37]=[N:38][N:39]([CH3:41])[CH:40]=1. The catalyst class is: 4. (4) Reactant: [OH:1][CH:2]1[CH2:7][CH2:6][CH2:5][NH:4][C:3]1=[O:8].C(N(CC)CC)C.[CH3:16][S:17](Cl)(=[O:19])=[O:18]. Product: [O:8]=[C:3]1[CH:2]([O:1][S:17]([CH3:16])(=[O:19])=[O:18])[CH2:7][CH2:6][CH2:5][NH:4]1. The catalyst class is: 4.